From a dataset of Reaction yield outcomes from USPTO patents with 853,638 reactions. Predict the reaction yield, written as a fraction of the theoretical maximum amount of product (1.0 means a 100% yield; for example, 0.34 means a 34% yield). The reactants are [CH3:1][CH:2]1[CH2:7][NH:6][CH2:5][C:4]2[O:8][C:9]([C:11]3[CH:16]=[CH:15][CH:14]=[CH:13][N:12]=3)=[N:10][C:3]1=2.Br[C:18]1[CH:19]=[C:20]([CH:23]=[C:24]([F:26])[CH:25]=1)[C:21]#[N:22].C([O-])([O-])=O.[Cs+].[Cs+].CC1(C)C2C(=C(P(C3C=CC=CC=3)C3C=CC=CC=3)C=CC=2)OC2C(P(C3C=CC=CC=3)C3C=CC=CC=3)=CC=CC1=2. The catalyst is C1(C)C=CC=CC=1.CO.CC([O-])=O.CC([O-])=O.[Pd+2]. The product is [F:26][C:24]1[CH:23]=[C:20]([CH:19]=[C:18]([N:6]2[CH2:7][CH:2]([CH3:1])[C:3]3[N:10]=[C:9]([C:11]4[CH:16]=[CH:15][CH:14]=[CH:13][N:12]=4)[O:8][C:4]=3[CH2:5]2)[CH:25]=1)[C:21]#[N:22]. The yield is 0.260.